From a dataset of Full USPTO retrosynthesis dataset with 1.9M reactions from patents (1976-2016). Predict the reactants needed to synthesize the given product. Given the product [CH2:12]([N:4]1[C:5]2[N:6]=[CH:7][NH:8][C:9]=2[C:10](=[O:11])[N:2]2[N:1]=[CH:18][N:17]=[C:3]12)[CH2:13][CH2:14][CH2:15][CH3:16], predict the reactants needed to synthesize it. The reactants are: [NH2:1][N:2]1[C:10](=[O:11])[C:9]2[NH:8][CH:7]=[N:6][C:5]=2[N:4]([CH2:12][CH2:13][CH2:14][CH2:15][CH3:16])[C:3]1=[NH:17].[CH:18]([O-])([O-])OCC.